Dataset: Forward reaction prediction with 1.9M reactions from USPTO patents (1976-2016). Task: Predict the product of the given reaction. (1) Given the reactants [CH3:1][N:2]1[CH2:7][CH2:6][N:5]([CH2:8][CH:9]([C:11]2[CH:16]=[CH:15][CH:14]=[CH:13][CH:12]=2)[OH:10])[CH2:4][CH2:3]1.[F:17][C:18]([F:27])([F:26])[C:19]1[CH:24]=[CH:23][C:22](O)=[CH:21][CH:20]=1.C1(P(C2C=CC=CC=2)C2C=CC=CC=2)C=CC=CC=1.CC(OC(/N=N/C(OC(C)C)=O)=O)C, predict the reaction product. The product is: [CH3:1][N:2]1[CH2:7][CH2:6][N:5]([CH2:8][CH:9]([C:11]2[CH:16]=[CH:15][CH:14]=[CH:13][CH:12]=2)[O:10][C:22]2[CH:23]=[CH:24][C:19]([C:18]([F:27])([F:26])[F:17])=[CH:20][CH:21]=2)[CH2:4][CH2:3]1. (2) The product is: [Cl:25][S:26]([C:3]1[C:2]([F:1])=[CH:11][C:10]2[NH:9][C:8](=[O:12])[C:7]3[NH:13][CH:14]=[C:15]([C:18]([OH:20])=[O:19])[C:6]=3[C:5]=2[CH:4]=1)(=[O:28])=[O:27]. Given the reactants [F:1][C:2]1[CH:3]=[CH:4][C:5]2[C:6]3[CH:15]=[CH:14][NH:13][C:7]=3[C:8](=[O:12])[NH:9][C:10]=2[CH:11]=1.C([C:18]([O-:20])=[O:19])C.C(O)(=O)C.[Cl:25][S:26](O)(=[O:28])=[O:27], predict the reaction product.